Dataset: NCI-60 drug combinations with 297,098 pairs across 59 cell lines. Task: Regression. Given two drug SMILES strings and cell line genomic features, predict the synergy score measuring deviation from expected non-interaction effect. (1) Drug 1: CC1C(C(CC(O1)OC2CC(CC3=C2C(=C4C(=C3O)C(=O)C5=C(C4=O)C(=CC=C5)OC)O)(C(=O)CO)O)N)O.Cl. Drug 2: CC(C)CN1C=NC2=C1C3=CC=CC=C3N=C2N. Cell line: HS 578T. Synergy scores: CSS=21.5, Synergy_ZIP=-6.72, Synergy_Bliss=-4.07, Synergy_Loewe=-5.92, Synergy_HSA=-3.24. (2) Drug 1: C1=CC(=CC=C1C#N)C(C2=CC=C(C=C2)C#N)N3C=NC=N3. Drug 2: C1C(C(OC1N2C=C(C(=O)NC2=O)F)CO)O. Cell line: OVCAR-8. Synergy scores: CSS=13.1, Synergy_ZIP=-5.80, Synergy_Bliss=1.50, Synergy_Loewe=-14.9, Synergy_HSA=0.540. (3) Drug 1: C1CC(C1)(C(=O)O)C(=O)O.[NH2-].[NH2-].[Pt+2]. Drug 2: CC1C(C(CC(O1)OC2CC(CC3=C2C(=C4C(=C3O)C(=O)C5=CC=CC=C5C4=O)O)(C(=O)C)O)N)O. Cell line: IGROV1. Synergy scores: CSS=54.5, Synergy_ZIP=-9.13, Synergy_Bliss=-8.28, Synergy_Loewe=-5.16, Synergy_HSA=-4.24.